From a dataset of Full USPTO retrosynthesis dataset with 1.9M reactions from patents (1976-2016). Predict the reactants needed to synthesize the given product. (1) Given the product [CH3:1][C@H:2]1[CH2:7][CH2:6][C@H:5]([C:8]([N:10]([CH:24]2[CH2:25][CH2:26][N:27]([C:30](=[O:44])[CH2:31][CH2:32][CH2:33][CH2:34][CH2:35][NH2:36])[CH2:28][CH2:29]2)[C:11]2[CH:15]=[C:14]([C:16]#[C:17][CH:18]([CH3:19])[CH3:20])[S:13][C:12]=2[C:21]([OH:23])=[O:22])=[O:9])[CH2:4][CH2:3]1, predict the reactants needed to synthesize it. The reactants are: [CH3:1][C@H:2]1[CH2:7][CH2:6][C@H:5]([C:8]([N:10]([CH:24]2[CH2:29][CH2:28][N:27]([C:30](=[O:44])[CH2:31][CH2:32][CH2:33][CH2:34][CH2:35][NH:36]C(OC(C)(C)C)=O)[CH2:26][CH2:25]2)[C:11]2[CH:15]=[C:14]([C:16]#[C:17][CH:18]([CH3:20])[CH3:19])[S:13][C:12]=2[C:21]([OH:23])=[O:22])=[O:9])[CH2:4][CH2:3]1. (2) Given the product [F:11][CH:2]([F:1])[C:3]1[C:7]([C:8]([OH:12])=[O:9])=[CH:6][N:5]([CH3:10])[N:4]=1, predict the reactants needed to synthesize it. The reactants are: [F:1][CH:2]([F:11])[C:3]1[C:7]([CH:8]=[O:9])=[CH:6][N:5]([CH3:10])[N:4]=1.[OH-:12].[Na+].OO. (3) The reactants are: [N:1]([CH:4]([C:6]1[N:7]=[C:8]2[S:16][CH:15]=[C:14]([CH3:17])[N:9]2[C:10](=[O:13])[C:11]=1Br)[CH3:5])=[N+:2]=[N-:3].[CH3:18][C:19]1[CH:24]=[CH:23][C:22](B(O)O)=[CH:21][CH:20]=1.C(=O)([O-])[O-].[Na+].[Na+].O. Given the product [N:1]([CH:4]([C:6]1[N:7]=[C:8]2[S:16][CH:15]=[C:14]([CH3:17])[N:9]2[C:10](=[O:13])[C:11]=1[C:22]1[CH:23]=[CH:24][C:19]([CH3:18])=[CH:20][CH:21]=1)[CH3:5])=[N+:2]=[N-:3], predict the reactants needed to synthesize it. (4) Given the product [Br:25][C:21]1[CH:20]=[C:19]2[C:24](=[CH:23][CH:22]=1)[C:15]([CH2:14][N:11]1[C:12](=[O:13])[C@@H:6]([NH:5][C:3](=[O:4])[C@@H:2]([NH:1][CH2:34][CH2:35][OH:36])[CH2:32][CH3:33])[CH2:7][CH2:8][C:9]3[CH:31]=[CH:30][CH:29]=[CH:28][C:10]1=3)=[C:16]([O:26][CH3:27])[CH:17]=[CH:18]2, predict the reactants needed to synthesize it. The reactants are: [NH2:1][C@@H:2]([CH2:32][CH3:33])[C:3]([NH:5][C@@H:6]1[C:12](=[O:13])[N:11]([CH2:14][C:15]2[C:24]3[C:19](=[CH:20][C:21]([Br:25])=[CH:22][CH:23]=3)[CH:18]=[CH:17][C:16]=2[O:26][CH3:27])[C:10]2[CH:28]=[CH:29][CH:30]=[CH:31][C:9]=2[CH2:8][CH2:7]1)=[O:4].[CH2:34]1OC(O)C[O:36][CH:35]1O.C(O)(=O)C.C([BH3-])#N.[Na+]. (5) Given the product [Cl:8][C:7]1[C:6]2[CH2:9][O:10][C@H:11]3[CH2:16][CH2:15][NH:14][CH2:13][C@H:12]3[C:5]=2[CH:4]=[CH:3][C:2]=1[CH3:17], predict the reactants needed to synthesize it. The reactants are: Br[C:2]1[CH:3]=[CH:4][C:5]2[C@@H:12]3[CH2:13][NH:14][CH2:15][CH2:16][C@@H:11]3[O:10][CH2:9][C:6]=2[C:7]=1[Cl:8].[CH3:17]B1OB(C)OB(C)O1.C(=O)([O-])[O-].[K+].[K+].O. (6) Given the product [O:1]=[C:2]1[C:10]2[C:5](=[CH:6][C:7]([C:11]([OH:13])=[O:12])=[CH:8][CH:9]=2)[CH2:4][NH:3]1, predict the reactants needed to synthesize it. The reactants are: [O:1]=[C:2]1[C:10]2[C:5](=[CH:6][C:7]([C:11]([O:13]C)=[O:12])=[CH:8][CH:9]=2)[CH2:4][NH:3]1.[OH-].[Na+].Cl.